This data is from Full USPTO retrosynthesis dataset with 1.9M reactions from patents (1976-2016). The task is: Predict the reactants needed to synthesize the given product. Given the product [C:1]([C:4]1[CH:5]=[CH:6][C:7]2[CH2:14][CH:13]3[C:15]4([CH2:19][N:18]([CH2:20][CH2:21][CH3:22])[S:17](=[O:24])(=[O:23])[NH:16]4)[CH:10]([CH2:11][CH2:12]3)[CH2:9][C:8]=2[CH:25]=1)#[N:27], predict the reactants needed to synthesize it. The reactants are: [C:1]([C:4]1[CH:5]=[CH:6][C:7]2[CH2:14][CH:13]3[C:15]4([CH2:19][N:18]([CH2:20][CH2:21][CH3:22])[S:17](=[O:24])(=[O:23])[NH:16]4)[CH:10]([CH2:11][CH2:12]3)[CH2:9][C:8]=2[CH:25]=1)(O)=O.C[N:27](C(ON1N=NC2C=CC=CC1=2)=[N+](C)C)C.F[P-](F)(F)(F)(F)F.C(N(C(C)C)CC)(C)C.Cl.FC1C=CC(C(=O)CN)=CC=1.